This data is from Peptide-MHC class II binding affinity with 134,281 pairs from IEDB. The task is: Regression. Given a peptide amino acid sequence and an MHC pseudo amino acid sequence, predict their binding affinity value. This is MHC class II binding data. (1) The peptide sequence is NKKYFAATQFEPLAA. The MHC is HLA-DPA10103-DPB10601 with pseudo-sequence HLA-DPA10103-DPB10601. The binding affinity (normalized) is 1.00. (2) The peptide sequence is GELQIVDGIDAAFKI. The MHC is DRB1_0401 with pseudo-sequence DRB1_0401. The binding affinity (normalized) is 0.677. (3) The peptide sequence is SLILPGIKAQQSKLA. The MHC is DRB1_0404 with pseudo-sequence DRB1_0404. The binding affinity (normalized) is 0.568. (4) The peptide sequence is KVFNTRRNTLLFLDL. The MHC is DRB1_0701 with pseudo-sequence DRB1_0701. The binding affinity (normalized) is 0.742. (5) The peptide sequence is QESPQSYNSVGPDTG. The MHC is DRB1_0101 with pseudo-sequence DRB1_0101. The binding affinity (normalized) is 0.120. (6) The MHC is DRB1_1501 with pseudo-sequence DRB1_1501. The binding affinity (normalized) is 0.232. The peptide sequence is EAMEKELREAFRLYD. (7) The peptide sequence is GFKAALAAAAGVPPADKYRT. The MHC is DRB1_1501 with pseudo-sequence DRB1_1501. The binding affinity (normalized) is 0.547.